From a dataset of NCI-60 drug combinations with 297,098 pairs across 59 cell lines. Regression. Given two drug SMILES strings and cell line genomic features, predict the synergy score measuring deviation from expected non-interaction effect. (1) Drug 1: CN(C)C1=NC(=NC(=N1)N(C)C)N(C)C. Drug 2: CC1CCC2CC(C(=CC=CC=CC(CC(C(=O)C(C(C(=CC(C(=O)CC(OC(=O)C3CCCCN3C(=O)C(=O)C1(O2)O)C(C)CC4CCC(C(C4)OC)O)C)C)O)OC)C)C)C)OC. Cell line: HS 578T. Synergy scores: CSS=2.32, Synergy_ZIP=-5.82, Synergy_Bliss=-10.8, Synergy_Loewe=-27.4, Synergy_HSA=-16.2. (2) Drug 1: CCC1=CC2CC(C3=C(CN(C2)C1)C4=CC=CC=C4N3)(C5=C(C=C6C(=C5)C78CCN9C7C(C=CC9)(C(C(C8N6C)(C(=O)OC)O)OC(=O)C)CC)OC)C(=O)OC.C(C(C(=O)O)O)(C(=O)O)O. Drug 2: C(CCl)NC(=O)N(CCCl)N=O. Cell line: NCIH23. Synergy scores: CSS=44.7, Synergy_ZIP=-0.490, Synergy_Bliss=0.0153, Synergy_Loewe=-16.3, Synergy_HSA=-0.0810. (3) Drug 1: CCC1(CC2CC(C3=C(CCN(C2)C1)C4=CC=CC=C4N3)(C5=C(C=C6C(=C5)C78CCN9C7C(C=CC9)(C(C(C8N6C)(C(=O)OC)O)OC(=O)C)CC)OC)C(=O)OC)O.OS(=O)(=O)O. Drug 2: CC12CCC3C(C1CCC2OP(=O)(O)O)CCC4=C3C=CC(=C4)OC(=O)N(CCCl)CCCl.[Na+]. Cell line: KM12. Synergy scores: CSS=8.54, Synergy_ZIP=-2.15, Synergy_Bliss=4.23, Synergy_Loewe=2.91, Synergy_HSA=2.81. (4) Drug 1: CC1=C(C(=O)C2=C(C1=O)N3CC4C(C3(C2COC(=O)N)OC)N4)N. Drug 2: CN1C=C(C=N1)C2=C3N=C(C(=C(N3N=C2)N)Br)C4CCCNC4. Cell line: OVCAR3. Synergy scores: CSS=64.7, Synergy_ZIP=22.4, Synergy_Bliss=22.0, Synergy_Loewe=26.6, Synergy_HSA=28.7. (5) Drug 1: C1CCC(C1)C(CC#N)N2C=C(C=N2)C3=C4C=CNC4=NC=N3. Drug 2: C1=CC(=CC=C1CCCC(=O)O)N(CCCl)CCCl. Cell line: LOX IMVI. Synergy scores: CSS=30.4, Synergy_ZIP=-6.27, Synergy_Bliss=2.45, Synergy_Loewe=4.82, Synergy_HSA=4.88.